This data is from Reaction yield outcomes from USPTO patents with 853,638 reactions. The task is: Predict the reaction yield, written as a fraction of the theoretical maximum amount of product (1.0 means a 100% yield; for example, 0.34 means a 34% yield). (1) The reactants are [Cl:1][C:2]1[CH:37]=[CH:36][C:5]([CH2:6][O:7][C:8]2[C:33]([F:34])=[CH:32][C:11]([CH2:12][C:13]3[C:21]4[C:16](=[N:17][CH:18]=[CH:19][CH:20]=4)[N:15]([Si](C(C)C)(C(C)C)C(C)C)[CH:14]=3)=[C:10]([F:35])[CH:9]=2)=[CH:4][CH:3]=1.[F-].C([N+](CCCC)(CCCC)CCCC)CCC. The catalyst is O1CCCC1. The product is [Cl:1][C:2]1[CH:3]=[CH:4][C:5]([CH2:6][O:7][C:8]2[C:33]([F:34])=[CH:32][C:11]([CH2:12][C:13]3[C:21]4[C:16](=[N:17][CH:18]=[CH:19][CH:20]=4)[NH:15][CH:14]=3)=[C:10]([F:35])[CH:9]=2)=[CH:36][CH:37]=1. The yield is 0.289. (2) The reactants are [Cl:1][C:2]1[CH:3]=[C:4]([NH:9][C:10]2[C:19]3[C:14](=[CH:15][C:16]([O:21][CH2:22][CH2:23][O:24][CH3:25])=[C:17]([NH2:20])[CH:18]=3)[N:13]=[CH:12][N:11]=2)[CH:5]=[CH:6][C:7]=1[F:8].[Br:26][CH2:27]/[CH:28]=[CH:29]/[C:30](Cl)=[O:31].O. The catalyst is O1CCCC1. The product is [Br:26][CH2:27]/[CH:28]=[CH:29]/[C:30]([NH:20][C:17]1[CH:18]=[C:19]2[C:14](=[CH:15][C:16]=1[O:21][CH2:22][CH2:23][O:24][CH3:25])[N:13]=[CH:12][N:11]=[C:10]2[NH:9][C:4]1[CH:5]=[CH:6][C:7]([F:8])=[C:2]([Cl:1])[CH:3]=1)=[O:31]. The yield is 0.429.